Dataset: Full USPTO retrosynthesis dataset with 1.9M reactions from patents (1976-2016). Task: Predict the reactants needed to synthesize the given product. (1) Given the product [Cl:18][C:19]1[CH:24]=[CH:23][C:22]([C:8]2[C:7]([NH:17][CH2:16][CH2:15][O:14][CH3:13])=[N:6][CH:5]=[C:4]([CH:9]=2)[C:3]([NH:33][CH2:32][C:31]([CH:28]2[CH2:30][CH2:29]2)([OH:35])[CH3:34])=[O:12])=[CH:21][CH:20]=1, predict the reactants needed to synthesize it. The reactants are: CO[C:3](=[O:12])[C:4]1[CH:9]=[C:8](Br)[C:7](Cl)=[N:6][CH:5]=1.[CH3:13][O:14][CH2:15][CH2:16][NH2:17].[Cl:18][C:19]1[CH:24]=[CH:23][C:22](B(O)O)=[CH:21][CH:20]=1.[CH:28]1([C:31]([OH:35])([CH3:34])[CH2:32][NH2:33])[CH2:30][CH2:29]1. (2) The reactants are: [CH3:1][O:2][C:3]1[C:10]([F:11])=[C:9]([F:12])[C:6]([CH2:7][OH:8])=[C:5]([F:13])[C:4]=1[F:14].[C:15]([C:17]([CH3:27])=[CH:18][C@@H:19]1[C@@H:21]([C:22](O)=[O:23])[C:20]1([CH3:26])[CH3:25])#[N:16]. Given the product [C:15]([C:17]([CH3:27])=[CH:18][C@@H:19]1[C@@H:21]([C:22]([O:8][CH2:7][C:6]2[C:5]([F:13])=[C:4]([F:14])[C:3]([O:2][CH3:1])=[C:10]([F:11])[C:9]=2[F:12])=[O:23])[C:20]1([CH3:26])[CH3:25])#[N:16], predict the reactants needed to synthesize it. (3) Given the product [Cl-:1].[Al:25].[CH2:2]([N+:6]1[CH2:10][CH2:9][N:8]([CH2:11][CH2:12][CH2:13][Si:14]([O:21][CH2:22][CH3:23])([O:18][CH2:19][CH3:20])[O:15][CH2:16][CH3:17])[CH:7]=1)[CH2:3][CH2:4][CH3:5], predict the reactants needed to synthesize it. The reactants are: [Cl-:1].[CH2:2]([N+:6]1[CH2:10][CH2:9][N:8]([CH2:11][CH2:12][CH2:13][Si:14]([O:21][CH2:22][CH3:23])([O:18][CH2:19][CH3:20])[O:15][CH2:16][CH3:17])[CH:7]=1)[CH2:3][CH2:4][CH3:5].[Cl-].[Al+3:25].[Cl-].[Cl-].